From a dataset of Full USPTO retrosynthesis dataset with 1.9M reactions from patents (1976-2016). Predict the reactants needed to synthesize the given product. (1) The reactants are: [N+:1]([C:4]1[CH:5]=[C:6]([N:13]2[CH:17]=[CH:16][CH:15]=[CH:14]2)[CH:7]=[C:8]([N+:10]([O-:12])=[O:11])[CH:9]=1)([O-])=O.O.O.Cl[Sn]Cl. Given the product [NH2:1][C:4]1[CH:5]=[C:6]([N:13]2[CH:17]=[CH:16][CH:15]=[CH:14]2)[CH:7]=[C:8]([N+:10]([O-:12])=[O:11])[CH:9]=1, predict the reactants needed to synthesize it. (2) Given the product [CH2:10]([N:13]1[C:22]2[C:17](=[CH:18][CH:19]=[CH:20][CH:21]=2)[CH2:16][CH:15]([C:23]2[NH:9][C:4]3[CH:3]=[C:2]([C:56]4[CH:47]=[CH:45][N:46]=[CH:50][CH:55]=4)[CH:7]=[CH:6][C:5]=3[N:8]=2)[CH2:14]1)[CH2:11][CH3:12], predict the reactants needed to synthesize it. The reactants are: Br[C:2]1[CH:3]=[C:4]([NH2:9])[C:5]([NH2:8])=[CH:6][CH:7]=1.[CH2:10]([N:13]1[C:22]2[C:17](=[CH:18][CH:19]=[CH:20][CH:21]=2)[CH2:16][CH:15]([C:23](O)=O)[CH2:14]1)[CH2:11][CH3:12].O1C2C(=CC=CC=2)CC(C(O)=O)C1.BrC1C=CC2N[C:45]([CH:47]3[CH2:56][C:55]4[C:50](=CC=CC=4)OC3)=[N:46]C=2C=1. (3) The reactants are: Br[C:2]1[CH:3]=[C:4]2[C:9](=[CH:10][C:11]=1[O:12][CH3:13])[NH:8][CH:7]=[CH:6][C:5]2=[O:14].C(Cl)Cl.CC([O-])=O.[K+].[B:23]1([B:23]2[O:27][C:26]([CH3:29])([CH3:28])[C:25]([CH3:31])([CH3:30])[O:24]2)[O:27][C:26]([CH3:29])([CH3:28])[C:25]([CH3:31])([CH3:30])[O:24]1. Given the product [CH3:13][O:12][C:11]1[CH:10]=[C:9]2[C:4]([C:5](=[O:14])[CH:6]=[CH:7][NH:8]2)=[CH:3][C:2]=1[B:23]1[O:27][C:26]([CH3:29])([CH3:28])[C:25]([CH3:31])([CH3:30])[O:24]1.[CH3:13][O:12][C:11]1[CH:10]=[C:9]2[C:4]([C:5](=[O:14])[CH:6]=[CH:7][NH:8]2)=[CH:3][C:2]=1[B:23]([OH:27])[OH:24], predict the reactants needed to synthesize it. (4) Given the product [OH:14][N:13]=[C:8]([C:2](=[O:1])[CH2:3][C:4]([O:6][CH3:7])=[O:5])[C:9]([O:11][CH3:12])=[O:10], predict the reactants needed to synthesize it. The reactants are: [O:1]=[C:2]([CH2:8][C:9]([O:11][CH3:12])=[O:10])[CH2:3][C:4]([O:6][CH3:7])=[O:5].[N:13]([O-])=[O:14].[Na+]. (5) Given the product [C:1]([O:5][C:6]([N:8]1[CH2:13][CH2:12][CH:11]([N:14]([C:39](=[O:41])[CH3:40])[CH2:15][C:16]2[C:17]3[N:24]([CH2:25][CH3:26])[C:23]([C:27]4[C:31]([NH2:32])=[N:30][O:29][N:28]=4)=[N:22][C:18]=3[CH:19]=[N:20][CH:21]=2)[CH2:10][CH2:9]1)=[O:7])([CH3:2])([CH3:3])[CH3:4], predict the reactants needed to synthesize it. The reactants are: [C:1]([O:5][C:6]([N:8]1[CH2:13][CH2:12][CH:11]([NH:14][CH2:15][C:16]2[C:17]3[N:24]([CH2:25][CH3:26])[C:23]([C:27]4[C:31]([NH2:32])=[N:30][O:29][N:28]=4)=[N:22][C:18]=3[CH:19]=[N:20][CH:21]=2)[CH2:10][CH2:9]1)=[O:7])([CH3:4])([CH3:3])[CH3:2].C(=O)([O-])[O-].[K+].[K+].[C:39](Cl)(=[O:41])[CH3:40]. (6) The reactants are: C([O:4][C:5](=[O:23])[NH:6][C:7]1[CH:11]=[C:10]([C:12]2[CH:17]=[CH:16][CH:15]=[C:14]([Cl:18])[CH:13]=2)[S:9][C:8]=1[C:19](O)([CH3:21])[CH3:20])C=C.CC([O-])(C)C.[K+]. Given the product [Cl:18][C:14]1[CH:13]=[C:12]([C:10]2[S:9][C:8]3[C:19]([CH3:20])([CH3:21])[O:23][C:5](=[O:4])[NH:6][C:7]=3[CH:11]=2)[CH:17]=[CH:16][CH:15]=1, predict the reactants needed to synthesize it. (7) Given the product [O:12]=[C:8]1[CH:7]=[CH:6][C:5]2[C:10](=[CH:11][C:2]([NH:1][C:19]([C:16]3[CH:17]=[CH:18][C:13]([C:22]4[CH:23]=[CH:24][CH:25]=[CH:26][CH:27]=4)=[CH:14][CH:15]=3)=[O:20])=[CH:3][CH:4]=2)[NH:9]1, predict the reactants needed to synthesize it. The reactants are: [NH2:1][C:2]1[CH:11]=[C:10]2[C:5]([CH:6]=[CH:7][C:8](=[O:12])[NH:9]2)=[CH:4][CH:3]=1.[C:13]1([C:22]2[CH:27]=[CH:26][CH:25]=[CH:24][CH:23]=2)[CH:18]=[CH:17][C:16]([C:19](O)=[O:20])=[CH:15][CH:14]=1. (8) The reactants are: Cl[CH:2](Cl)[O:3][C:4]1[CH:9]=[CH:8][CH:7]=[CH:6][CH:5]=1.[CH3:11][S:12]([NH2:15])(=[O:14])=[O:13].[C:16](=[O:19])([O-])O.[Na+]. Given the product [CH3:11][S:12]([NH:15][CH:2]([O:19][C:16]1[CH:8]=[CH:9][CH:4]=[CH:5][CH:6]=1)[O:3][C:4]1[CH:9]=[CH:8][CH:7]=[CH:6][CH:5]=1)(=[O:14])=[O:13], predict the reactants needed to synthesize it. (9) Given the product [Br:1][C:2]1[C:3]([NH:8][C:20](=[O:21])[CH2:19][CH2:18][CH2:17][Cl:16])=[N:4][N:5]([CH3:7])[CH:6]=1, predict the reactants needed to synthesize it. The reactants are: [Br:1][C:2]1[C:3]([NH2:8])=[N:4][N:5]([CH3:7])[CH:6]=1.C(N(CC)CC)C.[Cl:16][CH2:17][CH2:18][CH2:19][C:20](Cl)=[O:21].[Cl-].[NH4+]. (10) Given the product [CH2:1]([O:3][C:4](=[O:21])[C:5]1[CH:10]=[CH:9][C:8]([O:11][C:12]2[CH:17]=[CH:16][C:15]([C:18]#[N:19])=[CH:14][CH:13]=2)=[N:7][C:6]=1[O:29][C:26]1[CH:27]=[CH:28][C:23]([F:22])=[CH:24][CH:25]=1)[CH3:2], predict the reactants needed to synthesize it. The reactants are: [CH2:1]([O:3][C:4](=[O:21])[C:5]1[CH:10]=[CH:9][C:8]([O:11][C:12]2[CH:17]=[CH:16][C:15]([C:18]#[N:19])=[CH:14][CH:13]=2)=[N:7][C:6]=1Cl)[CH3:2].[F:22][C:23]1[CH:28]=[CH:27][C:26]([OH:29])=[CH:25][CH:24]=1.